Dataset: Catalyst prediction with 721,799 reactions and 888 catalyst types from USPTO. Task: Predict which catalyst facilitates the given reaction. (1) Reactant: [N:1]1([C:7]([O:9][C:10]([CH3:13])([CH3:12])[CH3:11])=[O:8])[CH2:6][CH2:5][NH:4][CH2:3][CH2:2]1.[CH:14]([C:16]([CH3:18])=[O:17])=[CH2:15]. The catalyst class is: 1. Product: [O:17]=[C:16]([CH3:18])[CH2:14][CH2:15][N:4]1[CH2:5][CH2:6][N:1]([C:7]([O:9][C:10]([CH3:13])([CH3:12])[CH3:11])=[O:8])[CH2:2][CH2:3]1. (2) Reactant: [CH3:1][O:2][C:3]1[CH:8]=[C:7](F)[C:6]([CH3:10])=[CH:5][C:4]=1[N+:11]([O-:13])=[O:12].[CH3:14][O:15][CH2:16][CH2:17][N:18]1[CH2:23][CH2:22][NH:21][CH2:20][CH2:19]1.C([O-])([O-])=O.[K+].[K+].O. Product: [CH3:10][C:6]1[CH:5]=[C:4]([N+:11]([O-:13])=[O:12])[C:3]([O:2][CH3:1])=[CH:8][C:7]=1[N:21]1[CH2:22][CH2:23][N:18]([CH2:17][CH2:16][O:15][CH3:14])[CH2:19][CH2:20]1. The catalyst class is: 16. (3) Reactant: Br[C:2]1[C:3]([O:8][CH:9]2[CH2:14][CH2:13][N:12]([C:15]3[CH:24]=[CH:23][C:22]4[C:17](=[CH:18][CH:19]=[CH:20][CH:21]=4)[N:16]=3)[CH2:11][CH2:10]2)=[N:4][CH:5]=[CH:6][CH:7]=1.[NH:25]1[CH2:30][CH2:29][CH:28]([C:31]#[N:32])[CH2:27][CH2:26]1.C1(P(C2C=CC=CC=2)C2C=CC3C(=CC=CC=3)C=2C2C3C(=CC=CC=3)C=CC=2P(C2C=CC=CC=2)C2C=CC=CC=2)C=CC=CC=1.CC(C)([O-])C.[Na+]. Product: [N:16]1[C:17]2[C:22](=[CH:21][CH:20]=[CH:19][CH:18]=2)[CH:23]=[CH:24][C:15]=1[N:12]1[CH2:13][CH2:14][CH:9]([O:8][C:3]2[C:2]([N:25]3[CH2:30][CH2:29][CH:28]([C:31]#[N:32])[CH2:27][CH2:26]3)=[CH:7][CH:6]=[CH:5][N:4]=2)[CH2:10][CH2:11]1. The catalyst class is: 101. (4) The catalyst class is: 13. Product: [ClH:35].[F:1][C:2]1[CH:7]=[C:6]([S:8]([CH3:11])(=[O:9])=[O:10])[CH:5]=[CH:4][C:3]=1[NH:12][C:13]1[C:14]2[O:21][CH:20]=[C:19]([CH:22]3[CH2:27][CH2:26][NH:25][CH2:24][CH2:23]3)[C:15]=2[N:16]=[CH:17][N:18]=1. Reactant: [F:1][C:2]1[CH:7]=[C:6]([S:8]([CH3:11])(=[O:10])=[O:9])[CH:5]=[CH:4][C:3]=1[NH:12][C:13]1[C:14]2[O:21][CH:20]=[C:19]([CH:22]3[CH2:27][CH2:26][N:25](C(OC(C)(C)C)=O)[CH2:24][CH2:23]3)[C:15]=2[N:16]=[CH:17][N:18]=1.[ClH:35].C(OCC)(=O)C. (5) The catalyst class is: 211. Product: [CH3:13][C:12]1[C:11]([CH3:10])=[N:6][C:4]([SH:5])=[C:3]([CH:16]=1)[C:1]#[N:2]. Reactant: [C:1]([CH2:3][C:4]([NH2:6])=[S:5])#[N:2].[Na].C([C:10](O)=[CH:11][C:12](=O)[CH3:13])C.[C:16](O)(=O)C.N1CCCCC1.